This data is from CYP1A2 inhibition data for predicting drug metabolism from PubChem BioAssay. The task is: Regression/Classification. Given a drug SMILES string, predict its absorption, distribution, metabolism, or excretion properties. Task type varies by dataset: regression for continuous measurements (e.g., permeability, clearance, half-life) or binary classification for categorical outcomes (e.g., BBB penetration, CYP inhibition). Dataset: cyp1a2_veith. (1) The drug is Cc1ccc(/C=N/NC(=O)c2cccs2)cc1[N+](=O)[O-]. The result is 1 (inhibitor). (2) The drug is NC(=O)CN1CCOCCOCCOCCOCCOCC1. The result is 0 (non-inhibitor). (3) The compound is COc1ccc(Oc2ncc3nc(-c4cc(F)cc(F)c4)c(=O)n(C[C@H]4CCCO4)c3n2)cc1. The result is 1 (inhibitor). (4) The molecule is Cc1ccc(S(=O)(=O)N[C@H]2COC(=O)[C@@H](C)COC(=O)[C@H](C)NC(=O)C/C=C\[C@H]2C)cc1. The result is 0 (non-inhibitor).